This data is from Reaction yield outcomes from USPTO patents with 853,638 reactions. The task is: Predict the reaction yield, written as a fraction of the theoretical maximum amount of product (1.0 means a 100% yield; for example, 0.34 means a 34% yield). (1) The reactants are Br[C:2]1[C:7]2=[CH:8][N:9]([C:11]3[C:16]([Cl:17])=[CH:15][CH:14]=[CH:13][C:12]=3[Cl:18])[N:10]=[C:6]2[C:5]([Cl:19])=[CH:4][N:3]=1.[NH2:20][C:21]1[N:26]=[CH:25][N:24]=[C:23]([CH2:27][OH:28])[CH:22]=1.CC1(C)C2C(=C(P(C3C=CC=CC=3)C3C=CC=CC=3)C=CC=2)OC2C(P(C3C=CC=CC=3)C3C=CC=CC=3)=CC=CC1=2.C(=O)([O-])[O-].[Cs+].[Cs+]. The catalyst is O1CCOCC1.C1C=CC(/C=C/C(/C=C/C2C=CC=CC=2)=O)=CC=1.C1C=CC(/C=C/C(/C=C/C2C=CC=CC=2)=O)=CC=1.C1C=CC(/C=C/C(/C=C/C2C=CC=CC=2)=O)=CC=1.[Pd].[Pd]. The product is [Cl:19][C:5]1[C:6]2[C:7](=[CH:8][N:9]([C:11]3[C:16]([Cl:17])=[CH:15][CH:14]=[CH:13][C:12]=3[Cl:18])[N:10]=2)[C:2]([NH:20][C:21]2[N:26]=[CH:25][N:24]=[C:23]([CH2:27][OH:28])[CH:22]=2)=[N:3][CH:4]=1. The yield is 0.340. (2) The reactants are Br[C:2]1[C:3]([NH:9][CH:10]2[CH2:14][CH2:13][CH2:12][CH2:11]2)=[N:4][C:5]([Cl:8])=[N:6][CH:7]=1.ClCCl.CCN(CC)CC.[CH2:25]([O:27][CH:28]([O:31][CH2:32][CH3:33])[C:29]#[CH:30])[CH3:26]. The catalyst is C1COCC1.C1C=CC(P(C2C=CC=CC=2)[C-]2C=CC=C2)=CC=1.C1C=CC(P(C2C=CC=CC=2)[C-]2C=CC=C2)=CC=1.Cl[Pd]Cl.[Fe+2].[Cu]I. The product is [Cl:8][C:5]1[N:4]=[C:3]([NH:9][CH:10]2[CH2:14][CH2:13][CH2:12][CH2:11]2)[C:2]([C:30]#[C:29][CH:28]([O:31][CH2:32][CH3:33])[O:27][CH2:25][CH3:26])=[CH:7][N:6]=1. The yield is 0.540.